This data is from Reaction yield outcomes from USPTO patents with 853,638 reactions. The task is: Predict the reaction yield, written as a fraction of the theoretical maximum amount of product (1.0 means a 100% yield; for example, 0.34 means a 34% yield). (1) The reactants are [H-].[Na+].[CH:3]1([NH:6][C:7]([C:9]2[S:20][C:12]3=[N:13][C:14]([OH:19])=[C:15]([Cl:18])[C:16]([CH3:17])=[C:11]3[C:10]=2[NH2:21])=[O:8])[CH2:5][CH2:4]1.[Br-].[Li+].[CH2:24](I)[CH3:25]. The catalyst is COCCOC.CN(C=O)C. The product is [CH:3]1([NH:6][C:7]([C:9]2[S:20][C:12]3=[N:13][C:14]([O:19][CH2:24][CH3:25])=[C:15]([Cl:18])[C:16]([CH3:17])=[C:11]3[C:10]=2[NH2:21])=[O:8])[CH2:5][CH2:4]1. The yield is 0.0800. (2) The reactants are [CH3:1][S:2]([NH:5][C:6]1[CH:21]=[CH:20][C:9]2[NH:10][C:11]([CH2:16][C:17]([OH:19])=O)=[N:12][S:13](=[O:15])(=[O:14])[C:8]=2[CH:7]=1)(=[O:4])=[O:3].Cl.CN(C)CCCN=C=NCC.CN1CCOCC1.C([O:43][C:44]([C@H:46]1[C@@H:51]([NH:52][CH2:53][CH:54]([CH3:56])[CH3:55])[C@H:50]2[CH2:57][C@@H:47]1[CH2:48][CH2:49]2)=O)C.[O-]CC.[Na+].C(O)C. The catalyst is CN(C)C=O. The product is [OH:43][C:44]1[C@H:46]2[C@H:51]([C@H:50]3[CH2:57][C@@H:47]2[CH2:48][CH2:49]3)[N:52]([CH2:53][CH:54]([CH3:56])[CH3:55])[C:17](=[O:19])[C:16]=1[C:11]1[NH:10][C:9]2[CH:20]=[CH:21][C:6]([NH:5][S:2]([CH3:1])(=[O:3])=[O:4])=[CH:7][C:8]=2[S:13](=[O:15])(=[O:14])[N:12]=1. The yield is 0.200. (3) The reactants are [F:1][C:2]1[CH:24]=[C:23]([N+:25]([O-:27])=[O:26])[CH:22]=[CH:21][C:3]=1[O:4][C:5]1[CH:10]=[CH:9][N:8]=[CH:7][C:6]=1[C:11]1[CH:16]=[CH:15][C:14]([CH2:17][C:18](O)=[O:19])=[CH:13][CH:12]=1.C1C=CC2N(O)N=[N:34]C=2C=1.CCN=C=NCCCN(C)C. No catalyst specified. The product is [F:1][C:2]1[CH:24]=[C:23]([N+:25]([O-:27])=[O:26])[CH:22]=[CH:21][C:3]=1[O:4][C:5]1[CH:10]=[CH:9][N:8]=[CH:7][C:6]=1[C:11]1[CH:16]=[CH:15][C:14]([CH2:17][C:18]([NH2:34])=[O:19])=[CH:13][CH:12]=1. The yield is 0.660.